From a dataset of Forward reaction prediction with 1.9M reactions from USPTO patents (1976-2016). Predict the product of the given reaction. (1) Given the reactants [F:1][C:2]1[C:3](=[O:23])[N:4]2[C:8](=[C:9]([C:20](O)=[O:21])[C:10]=1[NH:11][C:12]1[CH:17]=[CH:16][C:15]([I:18])=[CH:14][C:13]=1[F:19])[CH2:7][CH2:6][CH2:5]2.Cl.[OH:25][CH:26]1[CH2:29][NH:28][CH2:27]1.CN(C(ON1N=NC2C=CC=NC1=2)=[N+](C)C)C.F[P-](F)(F)(F)(F)F.CN1CCOCC1, predict the reaction product. The product is: [F:1][C:2]1[C:3](=[O:23])[N:4]2[C:8](=[C:9]([C:20]([N:28]3[CH2:29][CH:26]([OH:25])[CH2:27]3)=[O:21])[C:10]=1[NH:11][C:12]1[CH:17]=[CH:16][C:15]([I:18])=[CH:14][C:13]=1[F:19])[CH2:7][CH2:6][CH2:5]2. (2) Given the reactants [CH2:1]([O:8][C:9]([C@H:11]1[CH2:16][CH2:15][C@@H:14]([NH:17][C:18]([C:20]2[C:21](Cl)=[N:22][CH:23]=[C:24]([F:26])[CH:25]=2)=[O:19])[CH2:13][CH2:12]1)=[O:10])[C:2]1[CH:7]=[CH:6][CH:5]=[CH:4][CH:3]=1.[CH3:28][S:29][C:30]1[CH:31]=[C:32]([OH:36])[CH:33]=[CH:34][CH:35]=1.C(=O)([O-])[O-].[Cs+].[Cs+], predict the reaction product. The product is: [CH2:1]([O:8][C:9]([C@H:11]1[CH2:16][CH2:15][C@@H:14]([NH:17][C:18]([C:20]2[C:21]([O:36][C:32]3[CH:33]=[CH:34][CH:35]=[C:30]([S:29][CH3:28])[CH:31]=3)=[N:22][CH:23]=[C:24]([F:26])[CH:25]=2)=[O:19])[CH2:13][CH2:12]1)=[O:10])[C:2]1[CH:7]=[CH:6][CH:5]=[CH:4][CH:3]=1. (3) Given the reactants [Cl:1][C:2]1[C:3]2[NH:10][CH:9]=[CH:8][C:4]=2[N:5]=[CH:6][N:7]=1.[F:11][C:12]1[CH:13]=[C:14]([CH:26]=[CH:27][CH:28]=1)[CH2:15][N:16]1[C:24]2[C:19](=[CH:20][C:21]([NH2:25])=[CH:22][CH:23]=2)[CH:18]=[CH:17]1.C(OCC)(=O)C, predict the reaction product. The product is: [ClH:1].[F:11][C:12]1[CH:13]=[C:14]([CH:26]=[CH:27][CH:28]=1)[CH2:15][N:16]1[C:24]2[C:19](=[CH:20][C:21]([NH:25][C:2]3[C:3]4[NH:10][CH:9]=[CH:8][C:4]=4[N:5]=[CH:6][N:7]=3)=[CH:22][CH:23]=2)[CH:18]=[CH:17]1. (4) Given the reactants C[O:2][C:3]([C:5]1[CH:6]=[C:7]2[C:12](=[CH:13][CH:14]=1)[NH:11][CH:10]([C:15]1[CH:20]=[C:19]([N:21]3[CH2:26][CH2:25][O:24][CH2:23][CH2:22]3)[CH:18]=[C:17]([F:27])[CH:16]=1)[CH2:9][C:8]2([CH3:29])[CH3:28])=[O:4].[OH-].[Na+].Cl, predict the reaction product. The product is: [F:27][C:17]1[CH:16]=[C:15]([CH:10]2[CH2:9][C:8]([CH3:28])([CH3:29])[C:7]3[C:12](=[CH:13][CH:14]=[C:5]([C:3]([OH:4])=[O:2])[CH:6]=3)[NH:11]2)[CH:20]=[C:19]([N:21]2[CH2:26][CH2:25][O:24][CH2:23][CH2:22]2)[CH:18]=1.